From a dataset of Catalyst prediction with 721,799 reactions and 888 catalyst types from USPTO. Predict which catalyst facilitates the given reaction. (1) Reactant: [CH2:1]([CH:4]1[C:9](=[O:10])[NH:8][C:7](=[O:11])[NH:6][C:5]1=[O:12])[CH:2]=[CH2:3].[Na].[C:14]([O:18][C:19]([NH:21][OH:22])=[O:20])([CH3:17])([CH3:16])[CH3:15].I([O-])(=O)(=O)=O.[Na+]. Product: [C:14]([O:18][C:19]([N:21]([OH:22])[C:4]1([CH2:1][CH:2]=[CH2:3])[C:5](=[O:12])[NH:6][C:7](=[O:11])[NH:8][C:9]1=[O:10])=[O:20])([CH3:17])([CH3:16])[CH3:15]. The catalyst class is: 8. (2) Reactant: [F:1][C:2]1[C:10]2[N:9]=[CH:8][N:7]([CH:11]3[CH2:16][CH2:15][CH2:14][CH2:13][O:12]3)[C:6]=2[CH:5]=[CH:4][C:3]=1[CH:17]=[N:18]O.C([O-])=O.[NH4+]. Product: [F:1][C:2]1[C:10]2[N:9]=[CH:8][N:7]([CH:11]3[CH2:16][CH2:15][CH2:14][CH2:13][O:12]3)[C:6]=2[CH:5]=[CH:4][C:3]=1[CH2:17][NH2:18]. The catalyst class is: 284. (3) Reactant: Br[C:2]1[CH:3]=[CH:4][C:5]([N+:8]([O-:10])=[O:9])=[N:6][CH:7]=1.[CH2:11]([C@@H:13]1[NH:18][CH2:17][CH2:16][N:15]([C:19]([O:21][C:22]([CH3:25])([CH3:24])[CH3:23])=[O:20])[CH2:14]1)[CH3:12].CC1(C)C2C(=C(P(C3C=CC=CC=3)C3C=CC=CC=3)C=CC=2)OC2C(P(C3C=CC=CC=3)C3C=CC=CC=3)=CC=CC1=2.C(=O)([O-])[O-].[Cs+].[Cs+]. Product: [CH2:11]([C@@H:13]1[N:18]([C:2]2[CH:7]=[N:6][C:5]([N+:8]([O-:10])=[O:9])=[CH:4][CH:3]=2)[CH2:17][CH2:16][N:15]([C:19]([O:21][C:22]([CH3:23])([CH3:25])[CH3:24])=[O:20])[CH2:14]1)[CH3:12]. The catalyst class is: 102. (4) Reactant: Cl[C:2]1[CH:7]=[CH:6][C:5]([CH:8]([O:11][CH3:12])[O:9][CH3:10])=[C:4]([C:13]([F:16])([F:15])[F:14])[CH:3]=1.CC([O-])(C)C.[K+].[NH:23]1[CH2:28][CH2:27][O:26][CH2:25][CH2:24]1. Product: [CH3:10][O:9][CH:8]([O:11][CH3:12])[C:5]1[CH:6]=[CH:7][C:2]([N:23]2[CH2:28][CH2:27][O:26][CH2:25][CH2:24]2)=[CH:3][C:4]=1[C:13]([F:16])([F:15])[F:14]. The catalyst class is: 101.